Dataset: NCI-60 drug combinations with 297,098 pairs across 59 cell lines. Task: Regression. Given two drug SMILES strings and cell line genomic features, predict the synergy score measuring deviation from expected non-interaction effect. (1) Drug 1: C(=O)(N)NO. Drug 2: C(CC(=O)O)C(=O)CN.Cl. Cell line: BT-549. Synergy scores: CSS=13.6, Synergy_ZIP=-3.84, Synergy_Bliss=-0.225, Synergy_Loewe=1.96, Synergy_HSA=2.23. (2) Drug 1: C1=NC(=NC(=O)N1C2C(C(C(O2)CO)O)O)N. Drug 2: CC(C)CN1C=NC2=C1C3=CC=CC=C3N=C2N. Cell line: HCT116. Synergy scores: CSS=60.5, Synergy_ZIP=3.09, Synergy_Bliss=4.81, Synergy_Loewe=3.48, Synergy_HSA=4.39. (3) Drug 2: CC1C(C(CC(O1)OC2CC(CC3=C2C(=C4C(=C3O)C(=O)C5=C(C4=O)C(=CC=C5)OC)O)(C(=O)C)O)N)O.Cl. Cell line: LOX IMVI. Synergy scores: CSS=40.0, Synergy_ZIP=-1.56, Synergy_Bliss=1.97, Synergy_Loewe=4.51, Synergy_HSA=6.88. Drug 1: CC(CN1CC(=O)NC(=O)C1)N2CC(=O)NC(=O)C2. (4) Synergy scores: CSS=6.36, Synergy_ZIP=0.210, Synergy_Bliss=2.10, Synergy_Loewe=-10.8, Synergy_HSA=-11.1. Cell line: SF-268. Drug 2: C1=CC=C(C=C1)NC(=O)CCCCCCC(=O)NO. Drug 1: CCC1(CC2CC(C3=C(CCN(C2)C1)C4=CC=CC=C4N3)(C5=C(C=C6C(=C5)C78CCN9C7C(C=CC9)(C(C(C8N6C)(C(=O)OC)O)OC(=O)C)CC)OC)C(=O)OC)O.OS(=O)(=O)O. (5) Cell line: NCI-H322M. Drug 1: CCC1=CC2CC(C3=C(CN(C2)C1)C4=CC=CC=C4N3)(C5=C(C=C6C(=C5)C78CCN9C7C(C=CC9)(C(C(C8N6C)(C(=O)OC)O)OC(=O)C)CC)OC)C(=O)OC.C(C(C(=O)O)O)(C(=O)O)O. Synergy scores: CSS=11.2, Synergy_ZIP=1.21, Synergy_Bliss=-0.389, Synergy_Loewe=-44.0, Synergy_HSA=-2.36. Drug 2: C1=NNC2=C1C(=O)NC=N2.